Dataset: Full USPTO retrosynthesis dataset with 1.9M reactions from patents (1976-2016). Task: Predict the reactants needed to synthesize the given product. Given the product [F:22][C:19]([F:20])([F:21])[C:16]1[CH:15]=[CH:14][C:13]([C:4]2[CH:3]=[CH:2][C:7]([NH:8][S:9]([CH3:12])(=[O:10])=[O:11])=[CH:6][CH:5]=2)=[CH:18][CH:17]=1, predict the reactants needed to synthesize it. The reactants are: F[C:2]1[CH:3]=[C:4]([C:13]2[CH:18]=[CH:17][C:16]([C:19]([F:22])([F:21])[F:20])=[CH:15][CH:14]=2)[CH:5]=[CH:6][C:7]=1[NH:8][S:9]([CH3:12])(=[O:11])=[O:10].FC1C=C(C2C=CC(C(F)(F)F)=CC=2)C=CC=1N.